Dataset: Full USPTO retrosynthesis dataset with 1.9M reactions from patents (1976-2016). Task: Predict the reactants needed to synthesize the given product. Given the product [CH2:20]([S:22]([C:25]1[CH:32]=[CH:31][C:28]([CH2:29][N:4]2[CH2:3][CH2:2][N:1]([C:7]3[CH:8]=[CH:9][C:10]4[N:11]([C:13]([C:16]([F:17])([F:18])[F:19])=[N:14][N:15]=4)[N:12]=3)[CH2:6][CH2:5]2)=[CH:27][CH:26]=1)(=[O:24])=[O:23])[CH3:21], predict the reactants needed to synthesize it. The reactants are: [N:1]1([C:7]2[CH:8]=[CH:9][C:10]3[N:11]([C:13]([C:16]([F:19])([F:18])[F:17])=[N:14][N:15]=3)[N:12]=2)[CH2:6][CH2:5][NH:4][CH2:3][CH2:2]1.[CH2:20]([S:22]([C:25]1[CH:32]=[CH:31][C:28]([CH:29]=O)=[CH:27][CH:26]=1)(=[O:24])=[O:23])[CH3:21].